This data is from Aqueous solubility values for 9,982 compounds from the AqSolDB database. The task is: Regression/Classification. Given a drug SMILES string, predict its absorption, distribution, metabolism, or excretion properties. Task type varies by dataset: regression for continuous measurements (e.g., permeability, clearance, half-life) or binary classification for categorical outcomes (e.g., BBB penetration, CYP inhibition). For this dataset (solubility_aqsoldb), we predict Y. The compound is CC(C=O)Cc1ccc(C(C)(C)C)cc1. The Y is -3.79 log mol/L.